From a dataset of Full USPTO retrosynthesis dataset with 1.9M reactions from patents (1976-2016). Predict the reactants needed to synthesize the given product. (1) Given the product [CH3:13][O:12][C:9]1[CH:10]=[C:11]2[C:6](=[CH:7][C:8]=1[O:14][CH3:15])[N:5]=[CH:4][CH:3]=[C:2]2[S:24][C:18]1[CH:23]=[CH:22][CH:21]=[CH:20][CH:19]=1, predict the reactants needed to synthesize it. The reactants are: Cl[C:2]1[C:11]2[C:6](=[CH:7][C:8]([O:14][CH3:15])=[C:9]([O:12][CH3:13])[CH:10]=2)[N:5]=[CH:4][CH:3]=1.[OH-].[K+].[C:18]1([SH:24])[CH:23]=[CH:22][CH:21]=[CH:20][CH:19]=1. (2) Given the product [CH2:8]1[CH2:12][O:11][C:10]2[CH:13]=[CH:14][C:15]3[CH2:16][CH2:17]/[C:18](=[CH:23]\[C:21]#[N:22])/[C:19]=3[C:9]1=2, predict the reactants needed to synthesize it. The reactants are: C1(C)C=CC=CC=1.[CH2:8]1[CH2:12][O:11][C:10]2[CH:13]=[CH:14][C:15]3[CH2:16][CH2:17][C:18](=O)[C:19]=3[C:9]1=2.[C:21]([CH2:23]P(=O)(OCC)OCC)#[N:22].CO.C[O-].[Na+]. (3) Given the product [CH3:18][O:17][C:12]1[CH:13]=[CH:14][CH:15]=[CH:16][C:11]=1[C:7]1[CH:6]=[C:5]2[C:10]([C:2](=[O:29])[N:3]([C:19]3[CH:24]=[CH:23][C:22]([C:25]([F:28])([F:27])[F:26])=[CH:21][CH:20]=3)[NH:4]2)=[CH:9][CH:8]=1, predict the reactants needed to synthesize it. The reactants are: Cl[C:2]1[N:3]([C:19]2[CH:24]=[CH:23][C:22]([C:25]([F:28])([F:27])[F:26])=[CH:21][CH:20]=2)[N:4]=[C:5]2[C:10]=1[CH:9]=[CH:8][C:7]([C:11]1[CH:16]=[CH:15][CH:14]=[CH:13][C:12]=1[O:17][CH3:18])=[CH:6]2.[OH-:29].[K+].